From a dataset of Reaction yield outcomes from USPTO patents with 853,638 reactions. Predict the reaction yield, written as a fraction of the theoretical maximum amount of product (1.0 means a 100% yield; for example, 0.34 means a 34% yield). (1) The reactants are [CH3:1][O:2][C:3]1[CH:4]=[C:5]([CH:48]=[CH:49][C:50]=1[O:51][CH3:52])[CH2:6][O:7][CH2:8][C@@H:9]([O:22][CH2:23]/[CH:24]=[C:25](/[CH3:47])\[CH2:26][CH2:27]/[CH:28]=[CH:29]/[C:30]([CH3:46])([CH3:45])[CH2:31][CH2:32][C:33](=[CH2:44])[CH2:34]/[CH:35]=[C:36](\[CH3:43])/[CH2:37][CH2:38][CH:39]=[C:40]([CH3:42])[CH3:41])[CH2:10][O:11][Si](C(C)C)(C(C)C)C(C)C.[F-].C([N+](CCCC)(CCCC)CCCC)CCC. The catalyst is O1CCCC1.[Cl-].[Na+].O. The product is [CH3:1][O:2][C:3]1[CH:4]=[C:5]([CH:48]=[CH:49][C:50]=1[O:51][CH3:52])[CH2:6][O:7][CH2:8][C@@H:9]([O:22][CH2:23]/[CH:24]=[C:25](/[CH3:47])\[CH2:26][CH2:27]/[CH:28]=[CH:29]/[C:30]([CH3:46])([CH3:45])[CH2:31][CH2:32][C:33](=[CH2:44])[CH2:34]/[CH:35]=[C:36](\[CH3:43])/[CH2:37][CH2:38][CH:39]=[C:40]([CH3:41])[CH3:42])[CH2:10][OH:11]. The yield is 0.970. (2) The reactants are [CH3:1][S:2][CH:3]([C:5]1[CH:6]=[CH:7][C:8]([C:11]([F:17])([F:16])[C:12]([F:15])([F:14])[F:13])=[N:9][CH:10]=1)[CH3:4].[N:18]#[C:19][NH2:20].C(O)(=O)C.C(O)(=O)C.IC1C=CC=CC=1. The catalyst is C1COCC1. The product is [F:16][C:11]([F:17])([C:8]1[N:9]=[CH:10][C:5]([CH:3]([S:2]([CH3:1])=[N:20][C:19]#[N:18])[CH3:4])=[CH:6][CH:7]=1)[C:12]([F:13])([F:14])[F:15]. The yield is 0.850. (3) The reactants are [Cl:1][C:2]1[CH:25]=[CH:24][C:5]([CH2:6][C:7]2[N:8]=[C:9]([C:17]3[CH:22]=[CH:21][N:20]=[C:19]([Cl:23])[CH:18]=3)[S:10][C:11]=2[C:12]([O:14]CC)=[O:13])=[CH:4][CH:3]=1.[Li+].[OH-].Cl. The catalyst is C1COCC1.O. The product is [Cl:1][C:2]1[CH:3]=[CH:4][C:5]([CH2:6][C:7]2[N:8]=[C:9]([C:17]3[CH:22]=[CH:21][N:20]=[C:19]([Cl:23])[CH:18]=3)[S:10][C:11]=2[C:12]([OH:14])=[O:13])=[CH:24][CH:25]=1. The yield is 0.960. (4) The reactants are C([Li])CCCCC.I[C:9]1[CH:14]=[CH:13][CH:12]=[CH:11][C:10]=1[C:15]1[C:20]([CH:21]([CH3:23])[CH3:22])=[CH:19][C:18]([CH:24]([CH3:26])[CH3:25])=[CH:17][C:16]=1[CH:27]([CH3:29])[CH3:28].[P:30](Cl)([O:34]CC)[O:31][CH2:32][CH3:33].Cl. The catalyst is C1COCC1. The product is [CH:21]([C:20]1[CH:19]=[C:18]([CH:24]([CH3:25])[CH3:26])[CH:17]=[C:16]([CH:27]([CH3:29])[CH3:28])[C:15]=1[C:10]1[CH:11]=[CH:12][CH:13]=[CH:14][C:9]=1[PH:30](=[O:34])[O:31][CH2:32][CH3:33])([CH3:22])[CH3:23]. The yield is 0.940. (5) The reactants are S(O)(O)(=O)=O.[C:6]([C:11]1[N:15]2[C:16]([CH2:20]Cl)=[CH:17][CH:18]=[CH:19][C:14]2=[N:13][CH:12]=1)([O:8]CC)=O.[C:22]([O:26][C:27]([N:29]1[CH2:34][CH2:33][CH:32]([CH2:35][CH2:36][CH2:37][NH2:38])[CH2:31][CH2:30]1)=[O:28])([CH3:25])([CH3:24])[CH3:23].C(N(CC)CC)C. The catalyst is C(O)C. The product is [C:22]([O:26][C:27]([N:29]1[CH2:34][CH2:33][CH:32]([CH2:35][CH2:36][CH2:37][N:38]2[CH2:20][C:16]3[N:15]4[C:11](=[CH:12][N:13]=[C:14]4[CH:19]=[CH:18][CH:17]=3)[C:6]2=[O:8])[CH2:31][CH2:30]1)=[O:28])([CH3:25])([CH3:24])[CH3:23]. The yield is 0.621. (6) The product is [S:19]([NH:1][C:2]1[CH:9]=[CH:8][CH:7]=[C:6]([CH:10]2[CH2:14][CH2:13][CH2:12][O:11]2)[C:3]=1[C:4]#[N:5])(=[O:22])(=[O:21])[NH2:20]. The reactants are [NH2:1][C:2]1[CH:9]=[CH:8][CH:7]=[C:6]([C:10]2[O:11][CH2:12][CH2:13][CH:14]=2)[C:3]=1[C:4]#[N:5].C([O-])=O.[NH4+].[S:19](Cl)(=[O:22])(=[O:21])[NH2:20]. The catalyst is CO.[Pd]. The yield is 0.130. (7) The reactants are [F:1][C:2]1([F:9])[CH2:7][CH2:6][C:5](=O)[CH2:4][CH2:3]1.[NH2:10][C:11]1[C:12]([Br:21])=[C:13]([CH:18]=[CH:19][CH:20]=1)[C:14]([O:16][CH3:17])=[O:15].CC(O)=O.[BH-](OC(C)=O)(OC(C)=O)OC(C)=O.[Na+]. The catalyst is C(Cl)Cl. The product is [Br:21][C:12]1[C:11]([NH:10][CH:5]2[CH2:6][CH2:7][C:2]([F:9])([F:1])[CH2:3][CH2:4]2)=[CH:20][CH:19]=[CH:18][C:13]=1[C:14]([O:16][CH3:17])=[O:15]. The yield is 0.542.